From a dataset of Full USPTO retrosynthesis dataset with 1.9M reactions from patents (1976-2016). Predict the reactants needed to synthesize the given product. (1) Given the product [Cl:1][C:2]1[CH:3]=[CH:4][C:5]2[N:6]([N:12]=[C:13]([N:26]3[CH2:27][CH2:28][CH2:29][CH2:30]3)[C:14]=2[CH2:15][C:16]2[N:21]=[C:20]([C:22]([O:24][CH3:25])=[O:23])[CH:19]=[CH:18][CH:17]=2)[CH:7]=1, predict the reactants needed to synthesize it. The reactants are: [Cl:1][C:2]1[CH:3]=[CH:4][C:5]2[N:6]([N:12]=[C:13]([N:26]3[CH2:30][CH2:29][CH2:28][CH2:27]3)[C:14]=2[CH2:15][C:16]2[N:21]=[C:20]([C:22]([O:24][CH3:25])=[O:23])[CH:19]=[CH:18][CH:17]=2)[C:7]=1[Si](C)(C)C.[F-].C([N+](CCCC)(CCCC)CCCC)CCC.[Cl-].[NH4+]. (2) Given the product [F:9][C:10]1[CH:15]=[CH:14][CH:13]=[C:12]([O:16][CH3:17])[C:11]=1[C@@H:18]1[CH2:4][C@H:19]1[C:20]([N:22]([O:24][CH3:25])[CH3:23])=[O:21], predict the reactants needed to synthesize it. The reactants are: [H-].[Na+].[I-].[CH3:4][S+](C)(C)=O.[F:9][C:10]1[CH:15]=[CH:14][CH:13]=[C:12]([O:16][CH3:17])[C:11]=1/[CH:18]=[CH:19]/[C:20]([N:22]([O:24][CH3:25])[CH3:23])=[O:21]. (3) The reactants are: [C:1]1([CH2:7][C:8]([N:10]=[C:11]=[S:12])=[O:9])[CH:6]=[CH:5][CH:4]=[CH:3][CH:2]=1.[NH2:13][C:14]1[CH:42]=[CH:41][C:17]([O:18][C:19]2[CH:24]=[CH:23][N:22]=[C:21]([NH:25][C:26]([N:28]3[CH2:33][CH2:32][CH:31]([N:34]4[CH2:39][CH2:38][CH:37]([OH:40])[CH2:36][CH2:35]4)[CH2:30][CH2:29]3)=[O:27])[CH:20]=2)=[C:16]([F:43])[CH:15]=1.C12(CS(O)(=O)=O)C(C)(C)C(CC1)CC2=O. Given the product [F:43][C:16]1[CH:15]=[C:14]([NH:13][C:11]([NH:10][C:8](=[O:9])[CH2:7][C:1]2[CH:6]=[CH:5][CH:4]=[CH:3][CH:2]=2)=[S:12])[CH:42]=[CH:41][C:17]=1[O:18][C:19]1[CH:24]=[CH:23][N:22]=[C:21]([NH:25][C:26]([N:28]2[CH2:29][CH2:30][CH:31]([N:34]3[CH2:35][CH2:36][CH:37]([OH:40])[CH2:38][CH2:39]3)[CH2:32][CH2:33]2)=[O:27])[CH:20]=1, predict the reactants needed to synthesize it. (4) Given the product [N:1]([CH2:19][C:17]1[N:16]=[N:15][N:14]([C:11]2[CH:10]=[CH:9][C:8]([N+:5]([O-:7])=[O:6])=[CH:13][CH:12]=2)[CH:18]=1)=[N+:2]=[N-:3], predict the reactants needed to synthesize it. The reactants are: [N-:1]=[N+:2]=[N-:3].[Na+].[N+:5]([C:8]1[CH:13]=[CH:12][C:11]([N:14]2[CH:18]=[C:17]([CH2:19]OS(C)(=O)=O)[N:16]=[N:15]2)=[CH:10][CH:9]=1)([O-:7])=[O:6].[N+](C1C=CC(N2C(COS(C)(=O)=O)=CN=N2)=CC=1)([O-])=O. (5) Given the product [Cl:1][C:2]1[CH:3]=[CH:4][C:5]([O:11][CH2:12][C:13]2[CH:18]=[CH:17][CH:16]=[CH:15][CH:14]=2)=[C:6]([C:7]([NH:19][C:20]2[CH:21]=[C:22]([CH2:26][C:27]([O:29][CH3:30])=[O:28])[CH:23]=[CH:24][CH:25]=2)=[O:9])[CH:10]=1, predict the reactants needed to synthesize it. The reactants are: [Cl:1][C:2]1[CH:3]=[CH:4][C:5]([O:11][CH2:12][C:13]2[CH:18]=[CH:17][CH:16]=[CH:15][CH:14]=2)=[C:6]([CH:10]=1)[C:7]([OH:9])=O.[NH2:19][C:20]1[CH:21]=[C:22]([CH2:26][C:27]([O:29][CH3:30])=[O:28])[CH:23]=[CH:24][CH:25]=1.CCN=C=NCCCN(C)C.CCN(C(C)C)C(C)C. (6) Given the product [CH:19]([NH:22][CH2:6][CH2:7][N:8]([CH2:9][C:10]#[CH:11])[C:12](=[O:13])[O:14][C:15]([CH3:18])([CH3:17])[CH3:16])([CH3:21])[CH3:20], predict the reactants needed to synthesize it. The reactants are: CS(O[CH2:6][CH2:7][N:8]([C:12]([O:14][C:15]([CH3:18])([CH3:17])[CH3:16])=[O:13])[CH2:9][C:10]#[CH:11])(=O)=O.[CH:19]([NH2:22])([CH3:21])[CH3:20]. (7) The reactants are: [C:1]1([S:7]([CH2:10][C:11]2[C:16]([C:17]([O:19][CH2:20]C)=[O:18])=[C:15]([O:22]C)[C:14]([Br:24])=[CH:13][CH:12]=2)(=[O:9])=[O:8])[CH:6]=[CH:5][CH:4]=[CH:3][CH:2]=1.BrC1C(O)=C(C(CSC2C=CC=CC=2OC)=CC=1)[C:29](OC)=[O:30]. Given the product [Br:24][C:14]1[C:15]([OH:22])=[C:16]([C:11]([CH2:10][S:7]([C:1]2[CH:2]=[CH:3][CH:4]=[CH:5][C:6]=2[O:30][CH3:29])(=[O:9])=[O:8])=[CH:12][CH:13]=1)[C:17]([O:19][CH3:20])=[O:18], predict the reactants needed to synthesize it. (8) Given the product [Cl:1][C:2]1[CH:11]=[C:10]([N:22]2[CH:23]=[CH:24][C:20]([CH3:19])=[N:21]2)[CH:9]=[CH:8][C:3]=1[C:4]([O:6][CH3:7])=[O:5], predict the reactants needed to synthesize it. The reactants are: [Cl:1][C:2]1[CH:11]=[C:10](F)[CH:9]=[CH:8][C:3]=1[C:4]([O:6][CH3:7])=[O:5].C(=O)([O-])[O-].[K+].[K+].[CH3:19][C:20]1[CH:24]=[CH:23][NH:22][N:21]=1.O.